Dataset: Forward reaction prediction with 1.9M reactions from USPTO patents (1976-2016). Task: Predict the product of the given reaction. (1) The product is: [Br:1][C:2]1[CH:7]=[C:6]([N:9]2[CH2:13][CH2:12][CH2:11][CH2:10]2)[CH:5]=[CH:4][N:3]=1.[Br:8][C:6]1[CH:5]=[CH:4][N:3]=[C:2]([N:9]2[CH2:13][CH2:12][CH2:11][CH2:10]2)[CH:7]=1. Given the reactants [Br:1][C:2]1[CH:7]=[C:6]([Br:8])[CH:5]=[CH:4][N:3]=1.[NH:9]1[CH2:13][CH2:12][CH2:11][CH2:10]1, predict the reaction product. (2) Given the reactants C([O:8][C:9]1[C:17]2[N:16]=[C:15]([CH3:18])[N:14]([S:19]([C:22]3[CH:27]=[CH:26][C:25]([CH3:28])=[CH:24][CH:23]=3)(=[O:21])=[O:20])[C:13]=2[CH:12]=[C:11]([C:29]([N:31]([CH3:33])[CH3:32])=[O:30])[CH:10]=1)C1C=CC=CC=1, predict the reaction product. The product is: [OH:8][C:9]1[C:17]2[N:16]=[C:15]([CH3:18])[N:14]([S:19]([C:22]3[CH:23]=[CH:24][C:25]([CH3:28])=[CH:26][CH:27]=3)(=[O:21])=[O:20])[C:13]=2[CH:12]=[C:11]([C:29]([N:31]([CH3:33])[CH3:32])=[O:30])[CH:10]=1. (3) Given the reactants [C:1]([O:5][C:6]([N:8]1[CH2:12][CH2:11][CH2:10][C@H:9]1[CH2:13][OH:14])=[O:7])([CH3:4])([CH3:3])[CH3:2].O[C:16]1[CH:25]=[CH:24][C:19]([C:20]([O:22][CH3:23])=[O:21])=[CH:18][CH:17]=1.C1C=CC(P(C2C=CC=CC=2)C2C=CC=CC=2)=CC=1.CC(OC(/N=N/C(OC(C)C)=O)=O)C, predict the reaction product. The product is: [C:1]([O:5][C:6]([N:8]1[CH2:12][CH2:11][CH2:10][C@H:9]1[CH2:13][O:14][C:16]1[CH:25]=[CH:24][C:19]([C:20]([O:22][CH3:23])=[O:21])=[CH:18][CH:17]=1)=[O:7])([CH3:4])([CH3:3])[CH3:2].